This data is from Full USPTO retrosynthesis dataset with 1.9M reactions from patents (1976-2016). The task is: Predict the reactants needed to synthesize the given product. (1) Given the product [Cl:1][C:2]1[CH:12]=[C:11]([F:13])[C:10]([F:14])=[CH:9][C:3]=1[C:4]([NH:6][C:7]([NH:15][C:16]1[CH:21]=[CH:20][C:19]([N:22]2[CH:26]=[N:25][CH:24]=[N:23]2)=[CH:18][C:17]=1[F:27])=[O:8])=[O:5], predict the reactants needed to synthesize it. The reactants are: [Cl:1][C:2]1[CH:12]=[C:11]([F:13])[C:10]([F:14])=[CH:9][C:3]=1[C:4]([N:6]=[C:7]=[O:8])=[O:5].[NH2:15][C:16]1[CH:21]=[CH:20][C:19]([N:22]2[CH:26]=[N:25][CH:24]=[N:23]2)=[CH:18][C:17]=1[F:27]. (2) Given the product [P:45]([O:38][CH2:37][C:30]1[C:31]([S:33]([CH3:36])(=[O:34])=[O:35])=[CH:32][C:27]([C:24]2[CH:25]=[CH:26][C:21]([N:13]3[CH:14]=[C:15]([C:17]([OH:20])([CH3:18])[CH3:19])[N:16]=[C:12]3[C:9]([C:3]3[C:4]([Cl:8])=[CH:5][CH:6]=[CH:7][C:2]=3[Cl:1])([CH3:10])[CH3:11])=[C:22]([F:40])[CH:23]=2)=[CH:28][C:29]=1[F:39])([O:46][C:47]([CH3:48])([CH3:49])[CH3:50])([O:51][C:52]([CH3:53])([CH3:54])[CH3:55])=[O:64], predict the reactants needed to synthesize it. The reactants are: [Cl:1][C:2]1[CH:7]=[CH:6][CH:5]=[C:4]([Cl:8])[C:3]=1[C:9]([C:12]1[N:13]([C:21]2[CH:26]=[CH:25][C:24]([C:27]3[CH:32]=[C:31]([S:33]([CH3:36])(=[O:35])=[O:34])[C:30]([CH2:37][OH:38])=[C:29]([F:39])[CH:28]=3)=[CH:23][C:22]=2[F:40])[CH:14]=[C:15]([C:17]([OH:20])([CH3:19])[CH3:18])[N:16]=1)([CH3:11])[CH3:10].C(N(C(C)C)[P:45]([O:51][C:52]([CH3:55])([CH3:54])[CH3:53])[O:46][C:47]([CH3:50])([CH3:49])[CH3:48])(C)C.N1C=NN=N1.[OH:64]O. (3) Given the product [NH2:19][CH2:23][C:24]1[CH:39]=[CH:38][C:27]2[N:28]([CH2:33][CH2:34][CH:35]([CH3:36])[CH3:37])[C:29]([CH2:31][N:5]3[C:4](=[O:13])[C:1]4([CH2:3][CH2:2]4)[O:8][C:7]4[CH:9]=[CH:10][CH:11]=[CH:12][C:6]3=4)=[N:30][C:26]=2[CH:25]=1, predict the reactants needed to synthesize it. The reactants are: [C:1]12([O:8][C:7]3[CH:9]=[CH:10][CH:11]=[CH:12][C:6]=3[NH:5][C:4]1=[O:13])[CH2:3][CH2:2]2.Cl.C([N:19]([CH2:23][C:24]1[CH:39]=[CH:38][C:27]2[N:28]([CH2:33][CH2:34][CH:35]([CH3:37])[CH3:36])[C:29]([CH2:31]Cl)=[N:30][C:26]=2[CH:25]=1)C(=O)O)(C)(C)C. (4) The reactants are: [CH3:1][O:2][C:3](=[O:15])[NH:4][C@H:5]1[CH2:13][C:12]2[C:7](=[CH:8][CH:9]=[C:10]([NH2:14])[CH:11]=2)[CH2:6]1.CS(C)=O.N1C=CC=CC=1.[CH3:26][C:27]1[CH:28]=[CH:29][CH:30]=[C:31]([C:43](Cl)=[O:44])[C:32]=1[C:33]1[CH:38]=[CH:37][C:36]([C:39]([F:42])([F:41])[F:40])=[CH:35][CH:34]=1. Given the product [CH3:1][O:2][C:3]([NH:4][C@H:5]1[CH2:13][C:12]2[C:7](=[CH:8][CH:9]=[C:10]([NH:14][C:43]([C:31]3[C:32]([C:33]4[CH:38]=[CH:37][C:36]([C:39]([F:40])([F:42])[F:41])=[CH:35][CH:34]=4)=[C:27]([CH3:26])[CH:28]=[CH:29][CH:30]=3)=[O:44])[CH:11]=2)[CH2:6]1)=[O:15], predict the reactants needed to synthesize it.